This data is from Forward reaction prediction with 1.9M reactions from USPTO patents (1976-2016). The task is: Predict the product of the given reaction. (1) Given the reactants [OH:1][CH2:2][C@@H:3]([NH:6][C:7](=[O:23])[O:8][CH2:9][CH:10]1[C:22]2[CH:21]=[CH:20][CH:19]=[CH:18][C:17]=2[C:16]2[C:11]1=[CH:12][CH:13]=[CH:14][CH:15]=2)[CH:4]=[CH2:5].CC(OI1(OC(C)=O)(OC(C)=O)OC(=O)C2C=CC=CC1=2)=O.S([O-])([O-])(=O)=S.[Na+].[Na+], predict the reaction product. The product is: [O:1]=[CH:2][C@@H:3]([NH:6][C:7](=[O:23])[O:8][CH2:9][CH:10]1[C:11]2[CH:12]=[CH:13][CH:14]=[CH:15][C:16]=2[C:17]2[C:22]1=[CH:21][CH:20]=[CH:19][CH:18]=2)[CH:4]=[CH2:5]. (2) The product is: [Br:18][CH2:1][C:2]1[CH:3]=[CH:4][C:5]2[O:9][N:8]=[C:7]([O:10][CH:11]3[CH2:16][CH2:15][CH2:14][CH2:13][O:12]3)[C:6]=2[CH:17]=1. Given the reactants [CH3:1][C:2]1[CH:3]=[CH:4][C:5]2[O:9][N:8]=[C:7]([O:10][CH:11]3[CH2:16][CH2:15][CH2:14][CH2:13][O:12]3)[C:6]=2[CH:17]=1.[Br:18]N1C(=O)CCC1=O.N(C(C)(C)C#N)=NC(C)(C)C#N, predict the reaction product. (3) Given the reactants [Cl:1][C:2]1[CH:7]=[CH:6][C:5]([C@H:8]2[C@@H:13]([O:14][CH2:15][O:16][CH3:17])[C@H:12]([O:18][CH2:19][O:20][CH3:21])[C@H:11]([O:22][CH2:23][O:24][CH3:25])[CH:10]([CH2:26][O:27][CH2:28][O:29][CH3:30])[O:9]2)=[CH:4][C:3]=1[CH2:31]O.C(N(CC)CC)C.CS(Cl)(=O)=O.[Br-:45].[Li+], predict the reaction product. The product is: [Br:45][CH2:31][C:3]1[CH:4]=[C:5]([C@H:8]2[C@@H:13]([O:14][CH2:15][O:16][CH3:17])[C@H:12]([O:18][CH2:19][O:20][CH3:21])[C@H:11]([O:22][CH2:23][O:24][CH3:25])[CH:10]([CH2:26][O:27][CH2:28][O:29][CH3:30])[O:9]2)[CH:6]=[CH:7][C:2]=1[Cl:1].